Dataset: Full USPTO retrosynthesis dataset with 1.9M reactions from patents (1976-2016). Task: Predict the reactants needed to synthesize the given product. (1) Given the product [Cl:1][C:2]1[CH:7]=[CH:6][C:5]([CH2:8][N:9]2[CH2:13][CH2:12][CH2:11][CH2:10]2)=[CH:4][C:3]=1[C:14]1[C:18]([C:19]2[N:23]=[CH:22][NH:21][N:20]=2)=[CH:17][N:16]([C:32]2[C:37]([CH3:38])=[CH:36][N:35]=[C:34]([NH:39][C:40](=[O:43])[O:41][CH3:42])[CH:33]=2)[N:15]=1, predict the reactants needed to synthesize it. The reactants are: [Cl:1][C:2]1[CH:7]=[CH:6][C:5]([CH2:8][N:9]2[CH2:13][CH2:12][CH2:11][CH2:10]2)=[CH:4][C:3]=1[C:14]1[C:18]([C:19]2[N:23]=[CH:22][N:21](COCC[Si](C)(C)C)[N:20]=2)=[CH:17][N:16]([C:32]2[C:37]([CH3:38])=[CH:36][N:35]=[C:34]([NH:39][C:40](=[O:43])[O:41][CH3:42])[CH:33]=2)[N:15]=1.C(O)(C(F)(F)F)=O. (2) Given the product [CH3:13][O:14][CH2:15][C:16]1[O:20][C:19]([CH:21]=[C:9]2[C:10](=[O:11])[O:12][C:6]([C:2]3[S:1][CH:5]=[CH:4][CH:3]=3)=[N:8]2)=[CH:18][CH:17]=1, predict the reactants needed to synthesize it. The reactants are: [S:1]1[CH:5]=[CH:4][CH:3]=[C:2]1[C:6]([NH:8][CH2:9][C:10]([OH:12])=[O:11])=O.[CH3:13][O:14][CH2:15][C:16]1[O:20][C:19]([CH:21]=O)=[CH:18][CH:17]=1.C([O-])(=O)C.[Na+].C(OC(=O)C)(=O)C. (3) Given the product [CH2:23]([O:22][P:21]([CH2:2][C:3]1[CH:4]=[C:5]([CH:18]=[CH:19][CH:20]=1)[O:6][C:7]1[N:12]=[C:11]([CH3:13])[C:10]([C:14]([F:17])([F:16])[F:15])=[CH:9][CH:8]=1)([O:25][CH2:26][CH3:27])=[O:28])[CH3:24], predict the reactants needed to synthesize it. The reactants are: Cl[CH2:2][C:3]1[CH:4]=[C:5]([CH:18]=[CH:19][CH:20]=1)[O:6][C:7]1[N:12]=[C:11]([CH3:13])[C:10]([C:14]([F:17])([F:16])[F:15])=[CH:9][CH:8]=1.[P:21]([O:28]CC)([O:25][CH2:26][CH3:27])[O:22][CH2:23][CH3:24]. (4) Given the product [N:1]1([CH2:7][CH2:8][CH2:9][O:10][C:11]2[CH:26]=[CH:25][C:14]([C:15]3[O:20][CH2:19][CH:18]([C:21]([O:23][CH3:24])=[O:22])[N:17]=3)=[CH:13][CH:12]=2)[CH2:6][CH2:5][CH2:4][CH2:3][CH2:2]1, predict the reactants needed to synthesize it. The reactants are: [N:1]1([CH2:7][CH2:8][CH2:9][O:10][C:11]2[CH:26]=[CH:25][C:14]([C:15]([NH:17][C@H:18]([C:21]([O:23][CH3:24])=[O:22])[CH2:19][OH:20])=O)=[CH:13][CH:12]=2)[CH2:6][CH2:5][CH2:4][CH2:3][CH2:2]1.C(N(S(F)(F)F)CC)C.C(=O)([O-])[O-].[K+].[K+]. (5) Given the product [Br:38][C:36]1[CH:35]=[CH:34][C:33]2[C:39]([CH3:40])=[N:1][CH:10]([NH:14][C:15](=[O:16])[O:17][CH2:18][C:19]3[CH:24]=[CH:23][CH:22]=[CH:21][CH:20]=3)[C:11](=[O:12])[NH:31][C:32]=2[CH:37]=1, predict the reactants needed to synthesize it. The reactants are: [N:1]1([CH:10]([NH:14][C:15]([O:17][CH2:18][C:19]2[CH:24]=[CH:23][CH:22]=[CH:21][CH:20]=2)=[O:16])[C:11](O)=[O:12])C2C=CC=CC=2N=N1.C(Cl)(=O)C(Cl)=O.[NH2:31][C:32]1[CH:37]=[C:36]([Br:38])[CH:35]=[CH:34][C:33]=1[C:39](=O)[CH3:40].CN1CCOCC1.C([O-])(=O)C.[NH4+].[OH-].[Na+]. (6) Given the product [C:38]([N:35]1[CH2:36][CH2:37][N:32]([C:29]2[CH:28]=[CH:27][C:26]([NH:25][C:21]([C:9]3[O:10][C:11]4[C:6]([C:7](=[O:24])[CH:8]=3)=[CH:5][C:4]([O:3][CH2:1][CH3:2])=[CH:13][C:12]=4[N:14]3[CH2:19][CH2:18][N:17]([CH3:20])[CH2:16][CH2:15]3)=[O:22])=[CH:31][CH:30]=2)[CH2:33][CH2:34]1)(=[O:41])[CH2:39][CH3:40], predict the reactants needed to synthesize it. The reactants are: [CH2:1]([O:3][C:4]1[CH:5]=[C:6]2[C:11](=[C:12]([N:14]3[CH2:19][CH2:18][N:17]([CH3:20])[CH2:16][CH2:15]3)[CH:13]=1)[O:10][C:9]([C:21](Cl)=[O:22])=[CH:8][C:7]2=[O:24])[CH3:2].[NH2:25][C:26]1[CH:31]=[CH:30][C:29]([N:32]2[CH2:37][CH2:36][N:35]([C:38](=[O:41])[CH2:39][CH3:40])[CH2:34][CH2:33]2)=[CH:28][CH:27]=1.O1CCN(C2C=CC(N)=CC=2)CC1.